Dataset: Peptide-MHC class II binding affinity with 134,281 pairs from IEDB. Task: Regression. Given a peptide amino acid sequence and an MHC pseudo amino acid sequence, predict their binding affinity value. This is MHC class II binding data. (1) The peptide sequence is LVCYIVMPVHTLSIH. The MHC is DRB1_0101 with pseudo-sequence DRB1_0101. The binding affinity (normalized) is 0.841. (2) The peptide sequence is YDKFLANVWTVLTGK. The MHC is DRB1_1302 with pseudo-sequence DRB1_1302. The binding affinity (normalized) is 0.657. (3) The peptide sequence is KKVGQVTLLDLLKLTVA. The binding affinity (normalized) is 0.428. The MHC is DRB1_0901 with pseudo-sequence DRB1_0901. (4) The peptide sequence is YKFQADSPKRLATAI. The MHC is DRB1_0301 with pseudo-sequence DRB1_0301. The binding affinity (normalized) is 0.622. (5) The peptide sequence is TEYKLTESIDNILVK. The MHC is HLA-DPA10201-DPB10101 with pseudo-sequence HLA-DPA10201-DPB10101. The binding affinity (normalized) is 0.612. (6) The peptide sequence is GELQIVDKIDAYFKI. The MHC is DRB3_0101 with pseudo-sequence DRB3_0101. The binding affinity (normalized) is 0.650. (7) The peptide sequence is NLCCSQWGWCGSTDE. The MHC is HLA-DQA10501-DQB10201 with pseudo-sequence HLA-DQA10501-DQB10201. The binding affinity (normalized) is 0.146.